The task is: Regression. Given two drug SMILES strings and cell line genomic features, predict the synergy score measuring deviation from expected non-interaction effect.. This data is from NCI-60 drug combinations with 297,098 pairs across 59 cell lines. (1) Drug 1: C1C(C(OC1N2C=NC3=C(N=C(N=C32)Cl)N)CO)O. Drug 2: CC1=C(C(=O)C2=C(C1=O)N3CC4C(C3(C2COC(=O)N)OC)N4)N. Cell line: M14. Synergy scores: CSS=72.8, Synergy_ZIP=-7.10, Synergy_Bliss=-10.4, Synergy_Loewe=-5.39, Synergy_HSA=-4.06. (2) Cell line: U251. Drug 1: CC12CCC3C(C1CCC2=O)CC(=C)C4=CC(=O)C=CC34C. Drug 2: CCC1(CC2CC(C3=C(CCN(C2)C1)C4=CC=CC=C4N3)(C5=C(C=C6C(=C5)C78CCN9C7C(C=CC9)(C(C(C8N6C=O)(C(=O)OC)O)OC(=O)C)CC)OC)C(=O)OC)O.OS(=O)(=O)O. Synergy scores: CSS=32.4, Synergy_ZIP=4.68, Synergy_Bliss=4.31, Synergy_Loewe=-3.86, Synergy_HSA=6.00. (3) Drug 1: CN1CCC(CC1)COC2=C(C=C3C(=C2)N=CN=C3NC4=C(C=C(C=C4)Br)F)OC. Drug 2: C1CCC(C1)C(CC#N)N2C=C(C=N2)C3=C4C=CNC4=NC=N3. Cell line: HT29. Synergy scores: CSS=5.14, Synergy_ZIP=1.50, Synergy_Bliss=10.6, Synergy_Loewe=-0.771, Synergy_HSA=5.22.